Task: Predict the reaction yield, written as a fraction of the theoretical maximum amount of product (1.0 means a 100% yield; for example, 0.34 means a 34% yield).. Dataset: Reaction yield outcomes from USPTO patents with 853,638 reactions The reactants are C([O:3][C:4](=[O:27])[CH2:5][CH2:6][N:7]1[C:13](=[O:14])[CH2:12][CH2:11][N:10]([C:15](=[O:26])/[CH:16]=[CH:17]/[C:18]2[CH:23]=[CH:22][C:21]([Cl:24])=[C:20]([Cl:25])[CH:19]=2)[CH2:9][CH2:8]1)C.[OH-].[Li+].OS([O-])(=O)=O.[K+]. The catalyst is O1CCCC1.C(O)C. The product is [Cl:25][C:20]1[CH:19]=[C:18](/[CH:17]=[CH:16]/[C:15]([N:10]2[CH2:11][CH2:12][C:13](=[O:14])[N:7]([CH2:6][CH2:5][C:4]([OH:27])=[O:3])[CH2:8][CH2:9]2)=[O:26])[CH:23]=[CH:22][C:21]=1[Cl:24]. The yield is 0.980.